Dataset: Catalyst prediction with 721,799 reactions and 888 catalyst types from USPTO. Task: Predict which catalyst facilitates the given reaction. (1) Reactant: [NH2:1][CH:2]1[CH2:7][CH2:6][N:5]([CH2:8][C:9]2[CH:14]=[CH:13][CH:12]=[CH:11][CH:10]=2)[CH2:4][CH2:3]1.[CH3:15][O:16][C:17]([C:19]1[CH:26]=[CH:25][C:22]([CH:23]=O)=[C:21]([N+:27]([O-:29])=[O:28])[CH:20]=1)=[O:18].[BH4-].[Na+]. Product: [C:9]1([CH2:8][N:5]2[CH2:6][CH2:7][CH:2]([NH:1][CH2:23][C:22]3[CH:25]=[CH:26][C:19]([C:17]([O:16][CH3:15])=[O:18])=[CH:20][C:21]=3[N+:27]([O-:29])=[O:28])[CH2:3][CH2:4]2)[CH:14]=[CH:13][CH:12]=[CH:11][CH:10]=1. The catalyst class is: 5. (2) Reactant: FC(F)(F)C(O)=O.[CH3:8][O:9][C:10](=[O:43])[CH:11]([O:38]C(C)(C)C)[C:12]1[C:17]([CH3:18])=[CH:16][C:15]([C:19]2[CH:24]=[CH:23][CH:22]=[CH:21][CH:20]=2)=[C:14]([CH:25]2[CH2:27][CH2:26]2)[C:13]=1[C:28]1[CH:29]=[C:30]2[C:35](=[CH:36][CH:37]=1)[O:34][CH2:33][CH2:32][CH2:31]2. Product: [CH3:8][O:9][C:10](=[O:43])[CH:11]([C:12]1[C:17]([CH3:18])=[CH:16][C:15]([C:19]2[CH:20]=[CH:21][CH:22]=[CH:23][CH:24]=2)=[C:14]([CH:25]2[CH2:26][CH2:27]2)[C:13]=1[C:28]1[CH:29]=[C:30]2[C:35](=[CH:36][CH:37]=1)[O:34][CH2:33][CH2:32][CH2:31]2)[OH:38]. The catalyst class is: 4. (3) Reactant: [CH:1]1[CH:6]=[CH:5][C:4]([CH:7]([NH2:14])[C:8]2[CH:13]=[CH:12][CH:11]=[CH:10][CH:9]=2)=[CH:3][CH:2]=1.C(N(CC)CC)C.Br[CH2:23][C:24]([O:26][CH2:27][CH3:28])=[O:25]. Product: [CH:7]([NH:14][CH2:23][C:24]([O:26][CH2:27][CH3:28])=[O:25])([C:4]1[CH:5]=[CH:6][CH:1]=[CH:2][CH:3]=1)[C:8]1[CH:13]=[CH:12][CH:11]=[CH:10][CH:9]=1. The catalyst class is: 22. (4) Reactant: [Cl:1][C:2]1[CH:10]=[C:9]2[C:5]([C:6](O)([C:12]3[CH:13]=[N:14][CH:15]=[CH:16][CH:17]=3)[C:7](=[O:11])[NH:8]2)=[CH:4][CH:3]=1.C([SiH](CC)CC)C.FC(F)(F)C(O)=O.C(=O)([O-])[O-].[Na+].[Na+]. Product: [Cl:1][C:2]1[CH:10]=[C:9]2[C:5]([CH:6]([C:12]3[CH:13]=[N:14][CH:15]=[CH:16][CH:17]=3)[C:7](=[O:11])[NH:8]2)=[CH:4][CH:3]=1. The catalyst class is: 13. (5) Reactant: Cl.[NH2:2][C@H:3]1[CH2:20][CH2:19][C@@:18]2([CH3:21])[CH:5]([C:6](=[O:23])[CH2:7][C@@H:8]3[C@@H:17]2[CH2:16][CH2:15][C@@:13]2([CH3:14])[C@H:9]3[CH2:10][CH2:11][C:12]2=[O:22])[CH2:4]1.[OH-].[K+].[C:26]([O:30][C:31]([NH:33][CH2:34][CH2:35][CH2:36][C:37](O)=[O:38])=[O:32])([CH3:29])([CH3:28])[CH3:27].CCN=C=NCCCN(C)C. Product: [C:26]([O:30][C:31]([NH:33][CH2:34][CH2:35][CH2:36][C:37]([NH:2][C@H:3]1[CH2:20][CH2:19][C@@:18]2([CH3:21])[CH:5]([C:6](=[O:23])[CH2:7][C@@H:8]3[C@@H:17]2[CH2:16][CH2:15][C@@:13]2([CH3:14])[C@H:9]3[CH2:10][CH2:11][C:12]2=[O:22])[CH2:4]1)=[O:38])=[O:32])([CH3:29])([CH3:28])[CH3:27]. The catalyst class is: 172.